This data is from TCR-epitope binding with 47,182 pairs between 192 epitopes and 23,139 TCRs. The task is: Binary Classification. Given a T-cell receptor sequence (or CDR3 region) and an epitope sequence, predict whether binding occurs between them. (1) The epitope is LLFGYPVYV. The TCR CDR3 sequence is CASSQDQPNREVITEAFF. Result: 0 (the TCR does not bind to the epitope). (2) The epitope is YLDAYNMMI. The TCR CDR3 sequence is CASSGIYGTTYEQYF. Result: 1 (the TCR binds to the epitope).